Task: Predict the reactants needed to synthesize the given product.. Dataset: Full USPTO retrosynthesis dataset with 1.9M reactions from patents (1976-2016) (1) Given the product [CH2:1]([O:8][C:9]1[CH:10]=[C:11]2[C:16](=[CH:17][CH:18]=1)[CH2:15][N:14]([CH2:31][C:30]([N:21]1[CH2:22][CH2:23][N:24]([CH:26]3[CH2:29][CH2:28][CH2:27]3)[CH2:25][CH2:20]1)=[O:32])[CH2:13][CH2:12]2)[C:2]1[CH:3]=[CH:4][CH:5]=[CH:6][CH:7]=1, predict the reactants needed to synthesize it. The reactants are: [CH2:1]([O:8][C:9]1[CH:10]=[C:11]2[C:16](=[CH:17][CH:18]=1)[CH2:15][NH:14][CH2:13][CH2:12]2)[C:2]1[CH:7]=[CH:6][CH:5]=[CH:4][CH:3]=1.Cl[CH:20]1[CH2:25][N:24]([CH:26]2[CH2:29][CH2:28][CH2:27]2)[CH2:23][CH2:22][NH:21]1.[C:30](N)(=[O:32])[CH3:31].C([O-])([O-])=O.[K+].[K+].[Na+].[I-]. (2) The reactants are: [C:1]([C:3]1([N:15]2[CH2:20][CH2:19][N:18]([C:21](OC(C)(C)C)=O)[CH2:17][CH2:16]2)[CH2:8][CH2:7][N:6]([S:9]([CH2:12][CH2:13][CH3:14])(=[O:11])=[O:10])[CH2:5][CH2:4]1)#[N:2].[H-].[Al+3].[Li+].[H-].[H-].[H-]. Given the product [CH3:21][N:18]1[CH2:17][CH2:16][N:15]([C:3]2([CH2:1][NH2:2])[CH2:8][CH2:7][N:6]([S:9]([CH2:12][CH2:13][CH3:14])(=[O:11])=[O:10])[CH2:5][CH2:4]2)[CH2:20][CH2:19]1, predict the reactants needed to synthesize it. (3) The reactants are: CC1C=CC(S(O[CH2:12][CH2:13][C:14]2[O:15][C:16]3[C:22]([Cl:23])=[CH:21][C:20]([Br:24])=[CH:19][C:17]=3[CH:18]=2)(=O)=O)=CC=1.[CH3:25][O:26][CH:27]([O:30][CH3:31])[CH2:28][NH2:29].O. Given the product [Br:24][C:20]1[CH:21]=[C:22]([Cl:23])[C:16]2[O:15][C:14]([CH2:13][CH2:12][NH:29][CH2:28][CH:27]([O:30][CH3:31])[O:26][CH3:25])=[CH:18][C:17]=2[CH:19]=1, predict the reactants needed to synthesize it. (4) Given the product [CH3:9][O:10][C:11]1[CH:12]=[CH:13][C:14]2[CH2:15][C:16]3[C:8]4[CH:7]=[CH:6][CH:5]=[N:4][C:3]=4[NH:1][C:17]=3[C:18]([CH3:21])([CH3:22])[C:19]=2[CH:20]=1, predict the reactants needed to synthesize it. The reactants are: [NH:1]([C:3]1[CH:8]=[CH:7][CH:6]=[CH:5][N:4]=1)N.[CH3:9][O:10][C:11]1[CH:20]=[C:19]2[C:14]([CH2:15][CH2:16][C:17](=O)[C:18]2([CH3:22])[CH3:21])=[CH:13][CH:12]=1.